This data is from Full USPTO retrosynthesis dataset with 1.9M reactions from patents (1976-2016). The task is: Predict the reactants needed to synthesize the given product. Given the product [C:1]([C:3]1[CH:8]=[CH:7][C:6]([N:9]2[C:13](=[O:14])[C:12]([CH3:16])([CH3:15])[N:11]([C:17]3[CH:30]=[CH:29][C:20]([O:21][CH2:22][C:23]4([C:26]([NH:46][CH3:50])=[O:27])[CH2:24][CH2:25]4)=[C:19]([F:31])[CH:18]=3)[C:10]2=[S:32])=[CH:5][C:4]=1[C:33]([F:34])([F:36])[F:35])#[N:2], predict the reactants needed to synthesize it. The reactants are: [C:1]([C:3]1[CH:8]=[CH:7][C:6]([N:9]2[C:13](=[O:14])[C:12]([CH3:16])([CH3:15])[N:11]([C:17]3[CH:30]=[CH:29][C:20]([O:21][CH2:22][C:23]4([C:26](O)=[O:27])[CH2:25][CH2:24]4)=[C:19]([F:31])[CH:18]=3)[C:10]2=[S:32])=[CH:5][C:4]=1[C:33]([F:36])([F:35])[F:34])#[N:2].CN.F[P-](F)(F)(F)(F)F.[N:46]1(OC(N(C)C)=[N+](C)C)[C:50]2N=CC=CC=2N=N1.C(N(CC)C(C)C)(C)C.